Dataset: Reaction yield outcomes from USPTO patents with 853,638 reactions. Task: Predict the reaction yield, written as a fraction of the theoretical maximum amount of product (1.0 means a 100% yield; for example, 0.34 means a 34% yield). (1) The reactants are [H-].[Al+3].[Li+].[H-].[H-].[H-].[Br:7][C:8]1[CH:13]=[CH:12][C:11]([C:14]2[N:15]=[C:16]([NH:19][C:20]3([C:24](OCC)=[O:25])[CH2:23][CH2:22][CH2:21]3)[S:17][CH:18]=2)=[CH:10][CH:9]=1.O.[OH-].[Na+]. The catalyst is O1CCCC1. The product is [Br:7][C:8]1[CH:9]=[CH:10][C:11]([C:14]2[N:15]=[C:16]([NH:19][C:20]3([CH2:24][OH:25])[CH2:23][CH2:22][CH2:21]3)[S:17][CH:18]=2)=[CH:12][CH:13]=1. The yield is 0.550. (2) The reactants are [F:1][CH:2]([F:20])[O:3][C:4]1[CH:9]=[CH:8][C:7]([CH:10]([NH2:16])[CH2:11][S:12]([CH3:15])(=[O:14])=[O:13])=[CH:6][C:5]=1[O:17][CH2:18][CH3:19].[C:21]([NH:24][C:25]1[CH:35]=[CH:34][CH:33]=[C:27]2[C:28]([O:30][C:31](=O)[C:26]=12)=[O:29])(=[O:23])[CH3:22].C([O-])(=O)C.[Na+]. The catalyst is C(O)(=O)C. The product is [F:20][CH:2]([F:1])[O:3][C:4]1[CH:9]=[CH:8][C:7]([CH:10]([N:16]2[C:31](=[O:30])[C:26]3[C:27](=[CH:33][CH:34]=[CH:35][C:25]=3[NH:24][C:21](=[O:23])[CH3:22])[C:28]2=[O:29])[CH2:11][S:12]([CH3:15])(=[O:14])=[O:13])=[CH:6][C:5]=1[O:17][CH2:18][CH3:19]. The yield is 0.400.